From a dataset of Reaction yield outcomes from USPTO patents with 853,638 reactions. Predict the reaction yield, written as a fraction of the theoretical maximum amount of product (1.0 means a 100% yield; for example, 0.34 means a 34% yield). (1) The reactants are [C:1]([NH:6][C:7]1[CH:8]=[CH:9][C:10]([CH3:26])=[C:11]([CH:13]2[CH2:18][CH2:17][N:16](C(OC(C)(C)C)=O)[CH2:15][CH2:14]2)[CH:12]=1)(=[O:5])[CH:2]([CH3:4])[CH3:3].C(O)(C(F)(F)F)=O. The catalyst is C(Cl)Cl. The product is [CH3:3][CH:2]([CH3:4])[C:1]([NH:6][C:7]1[CH:8]=[CH:9][C:10]([CH3:26])=[C:11]([CH:13]2[CH2:18][CH2:17][NH:16][CH2:15][CH2:14]2)[CH:12]=1)=[O:5]. The yield is 0.780. (2) The reactants are N.[O:2]([C:9]1[CH:14]=[CH:13][C:12]([CH2:15][C:16]#[N:17])=[CH:11][CH:10]=1)[C:3]1[CH:8]=[CH:7][CH:6]=[CH:5][CH:4]=1. The catalyst is CO.[Ni]. The product is [O:2]([C:9]1[CH:10]=[CH:11][C:12]([CH2:15][CH2:16][NH2:17])=[CH:13][CH:14]=1)[C:3]1[CH:8]=[CH:7][CH:6]=[CH:5][CH:4]=1. The yield is 1.00. (3) The reactants are [CH3:1][NH:2][CH3:3].[Br:4][C:5]1[N:10]=[CH:9][C:8]([CH:11]=O)=[CH:7][CH:6]=1.[BH4-].[Na+]. The catalyst is CO.CC(C)[O-].CC(C)[O-].CC(C)[O-].CC(C)[O-].[Ti+4]. The product is [Br:4][C:5]1[N:10]=[CH:9][C:8]([CH2:11][N:2]([CH3:3])[CH3:1])=[CH:7][CH:6]=1. The yield is 0.470. (4) The reactants are [F:1][C:2]1[CH:3]=[N:4][C:5]([Cl:9])=[N:6][C:7]=1Cl.[CH3:10][NH:11][C:12](=[O:21])[C:13]1[CH:18]=[CH:17][CH:16]=[CH:15][C:14]=1[NH:19][CH3:20].C(=O)([O-])[O-].[K+].[K+]. The product is [Cl:9][C:5]1[N:6]=[C:7]([N:19]([CH3:20])[C:14]2[CH:15]=[CH:16][CH:17]=[CH:18][C:13]=2[C:12]([NH:11][CH3:10])=[O:21])[C:2]([F:1])=[CH:3][N:4]=1. The catalyst is CN(C=O)C. The yield is 0.260. (5) The reactants are C(NC1C=CC(C2C=C3C(CN([C@@H](C(C)C)C(OC)=O)C3=O)=CC=2)=CC=1)(=O)C1C=CC=CC=1.[NH2:34][C:35]1[CH:40]=[CH:39][C:38]([C:41]2[CH:49]=[C:48]3[C:44]([CH2:45][N:46]([C:51]4([C:55]([O:57][CH3:58])=[O:56])[CH2:54][CH2:53][CH2:52]4)[C:47]3=[O:50])=[CH:43][CH:42]=2)=[CH:37][CH:36]=1.[Cl:59][C:60]1[CH:68]=[CH:67][C:63]([C:64](Cl)=[O:65])=[CH:62][CH:61]=1. No catalyst specified. The product is [Cl:59][C:60]1[CH:68]=[CH:67][C:63]([C:64]([NH:34][C:35]2[CH:36]=[CH:37][C:38]([C:41]3[CH:49]=[C:48]4[C:44]([CH2:45][N:46]([C:51]5([C:55]([O:57][CH3:58])=[O:56])[CH2:52][CH2:53][CH2:54]5)[C:47]4=[O:50])=[CH:43][CH:42]=3)=[CH:39][CH:40]=2)=[O:65])=[CH:62][CH:61]=1. The yield is 0.960. (6) The reactants are C(O[BH-](OC(=O)C)OC(=O)C)(=O)C.[Na+].[C:15]1([N:21]2[CH:25]=[C:24]([CH:26]=O)[N:23]=[N:22]2)[CH:20]=[CH:19][CH:18]=[CH:17][CH:16]=1.Cl.[NH2:29][CH2:30][C:31]([N:33]1[CH2:38][CH2:37][N:36]([C:39](=[O:51])[C:40]2[CH:45]=[C:44]([F:46])[CH:43]=[CH:42][C:41]=2[C:47]([F:50])([F:49])[F:48])[CH2:35][CH2:34]1)=[O:32].FC1C=CC(C(F)(F)F)=C(C=1)C(O)=O.C(=O)(O)[O-].[Na+]. The catalyst is ClCCCl.O. The product is [F:46][C:44]1[CH:43]=[CH:42][C:41]([C:47]([F:49])([F:48])[F:50])=[C:40]([CH:45]=1)[C:39]([N:36]1[CH2:37][CH2:38][N:33]([C:31](=[O:32])[CH2:30][NH:29][CH2:26][C:24]2[N:23]=[N:22][N:21]([C:15]3[CH:16]=[CH:17][CH:18]=[CH:19][CH:20]=3)[CH:25]=2)[CH2:34][CH2:35]1)=[O:51]. The yield is 0.200. (7) The reactants are [Cl:1][C:2]1[CH:3]=[C:4]([C@H:9]2[C:18]3[C:13](=[CH:14][CH:15]=[CH:16][CH:17]=3)[C@H:12]([NH:19]C(=O)C)[CH2:11][CH2:10]2)[CH:5]=[CH:6][C:7]=1[Cl:8].Cl. The catalyst is C(O)CC. The product is [ClH:1].[Cl:1][C:2]1[CH:3]=[C:4]([C@H:9]2[C:18]3[C:13](=[CH:14][CH:15]=[CH:16][CH:17]=3)[C@H:12]([NH2:19])[CH2:11][CH2:10]2)[CH:5]=[CH:6][C:7]=1[Cl:8]. The yield is 0.800. (8) The reactants are CC([O-:5])(C)C.[K+].[CH3:7][C:8]([CH3:17])([CH2:11][CH2:12][CH2:13][CH2:14][C:15]#[N:16])[C:9]#N. The catalyst is C1(C)C=CC=CC=1. The product is [CH3:7][C:8]1([CH3:17])[CH2:11][CH2:12][CH2:13][CH:14]([C:15]#[N:16])[C:9]1=[O:5]. The yield is 0.372. (9) The reactants are [N:1]1[CH:6]=[CH:5][C:4]([C:7]2[C:8]([C:12]3[CH:17]=[CH:16][C:15]([C:18]#[C:19][C:20]4[CH:29]=[CH:28][C:27]5[C:22](=[CH:23][CH:24]=[CH:25][CH:26]=5)[N:21]=4)=[CH:14][CH:13]=3)=[N:9][NH:10][CH:11]=2)=[CH:3][CH:2]=1.C([O-])([O-])=O.[Cs+].[Cs+].Br[CH2:37][CH3:38]. The catalyst is CN(C=O)C.CC(=O)OCC. The product is [CH2:37]([N:10]1[CH:11]=[C:7]([C:4]2[CH:5]=[CH:6][N:1]=[CH:2][CH:3]=2)[C:8]([C:12]2[CH:17]=[CH:16][C:15]([C:18]#[C:19][C:20]3[CH:29]=[CH:28][C:27]4[C:22](=[CH:23][CH:24]=[CH:25][CH:26]=4)[N:21]=3)=[CH:14][CH:13]=2)=[N:9]1)[CH3:38]. The yield is 0.400.